From a dataset of Reaction yield outcomes from USPTO patents with 853,638 reactions. Predict the reaction yield, written as a fraction of the theoretical maximum amount of product (1.0 means a 100% yield; for example, 0.34 means a 34% yield). (1) The reactants are C([O:4][C@H:5]1[C@@H:19]([O:20]C(=O)C)[C@H:18]([O:24]C(=O)C)[C@@H:17]([CH2:28][O:29]C(=O)C)[O:16][C@@H:6]1[O:7][C:8]1[CH:13]=[CH:12][C:11](I)=[CH:10][C:9]=1[Cl:15])(=O)C.[N+:33]([C:36]1[CH:37]=[C:38]2[C:42](=[CH:43][CH:44]=1)[NH:41][CH:40]=[CH:39]2)([O-:35])=[O:34]. No catalyst specified. The product is [O:7]([C:8]1[CH:13]=[CH:12][C:11]([N:41]2[C:42]3[C:38](=[CH:37][C:36]([N+:33]([O-:35])=[O:34])=[CH:44][CH:43]=3)[CH:39]=[CH:40]2)=[CH:10][C:9]=1[Cl:15])[C@H:6]1[O:16][C@H:17]([CH2:28][OH:29])[C@@H:18]([OH:24])[C@H:19]([OH:20])[C@@H:5]1[OH:4]. The yield is 0.600. (2) The reactants are [O:1]1[C:5]2[CH:6]=[CH:7][C:8]([C:10]3[S:11][CH:12]=[C:13]([C:15]([OH:17])=O)[N:14]=3)=[CH:9][C:4]=2[CH2:3][CH2:2]1.[CH3:18][O:19][CH2:20][C:21]1[O:25][N:24]=[C:23]([NH2:26])[N:22]=1. The catalyst is O=S(Cl)Cl.C(OCC)(=O)C. The product is [O:1]1[C:5]2[CH:6]=[CH:7][C:8]([C:10]3[S:11][CH:12]=[C:13]([C:15]([NH:26][C:23]4[N:22]=[C:21]([CH2:20][O:19][CH3:18])[O:25][N:24]=4)=[O:17])[N:14]=3)=[CH:9][C:4]=2[CH2:3][CH2:2]1. The yield is 0.0400. (3) The reactants are [F:1][C:2]1[CH:7]=[CH:6][C:5](/[CH:8]=[CH:9]/[C:10]([OH:12])=O)=[CH:4][CH:3]=1.C(N(CC)CC)C.C1C=CC(P([N:34]=[N+:35]=[N-:36])(C2C=CC=CC=2)=O)=CC=1. The catalyst is C1C=CC=CC=1. The product is [F:1][C:2]1[CH:7]=[CH:6][C:5](/[CH:8]=[CH:9]/[C:10]([N:34]=[N+:35]=[N-:36])=[O:12])=[CH:4][CH:3]=1. The yield is 0.900. (4) The reactants are [CH:1]([C:4]1[N:5]=[C:6]([C:9]2[CH:18]=[C:17]([O:19][CH:20]3[CH2:37][CH:36]4[CH:22]([C:23](=[O:43])[N:24]([CH3:42])[CH2:25][CH2:26][CH2:27][CH2:28][CH:29]=[CH:30][CH:31]5[C:33]([C:39](O)=[O:40])([NH:34][C:35]4=[O:38])[CH2:32]5)[CH2:21]3)[C:16]3[C:11](=[C:12]([CH3:46])[C:13]([O:44][CH3:45])=[CH:14][CH:15]=3)[N:10]=2)[S:7][CH:8]=1)([CH3:3])[CH3:2].C(N1C=CN=C1)(N1C=CN=C1)=O.[CH3:59][C:60]1([S:63]([NH2:66])(=[O:65])=[O:64])[CH2:62][CH2:61]1.C1CCN2C(=NCCC2)CC1. The catalyst is C1COCC1. The product is [CH:1]([C:4]1[N:5]=[C:6]([C:9]2[CH:18]=[C:17]([O:19][CH:20]3[CH2:37][CH:36]4[CH:22]([C:23](=[O:43])[N:24]([CH3:42])[CH2:25][CH2:26][CH2:27][CH2:28][CH:29]=[CH:30][CH:31]5[C:33]([C:39]([NH:66][S:63]([C:60]6([CH3:59])[CH2:62][CH2:61]6)(=[O:65])=[O:64])=[O:40])([NH:34][C:35]4=[O:38])[CH2:32]5)[CH2:21]3)[C:16]3[C:11](=[C:12]([CH3:46])[C:13]([O:44][CH3:45])=[CH:14][CH:15]=3)[N:10]=2)[S:7][CH:8]=1)([CH3:3])[CH3:2]. The yield is 0.580.